This data is from Full USPTO retrosynthesis dataset with 1.9M reactions from patents (1976-2016). The task is: Predict the reactants needed to synthesize the given product. (1) Given the product [CH2:1]([O:5][C:6]([C@H:8]1[CH2:10][C@@H:9]1[C@:11]([NH2:17])([CH3:24])[C:12]([F:16])([F:15])[CH2:13][OH:14])=[O:7])[CH3:2], predict the reactants needed to synthesize it. The reactants are: [C:1]([O:5][C:6]([C@H:8]1[CH2:10][C@@H:9]1[C@@:11]([CH3:24])([NH:17][S@@](C(C)(C)C)=O)[C:12]([F:16])([F:15])[CH2:13][OH:14])=[O:7])(C)(C)[CH3:2].S(Cl)(Cl)=O. (2) Given the product [F:1][C:2]1[CH:20]=[CH:19][C:5]([C:6]([NH:8][C:9]2[C:10]([C:15]([NH:21][NH2:22])=[O:16])=[N:11][CH:12]=[CH:13][N:14]=2)=[O:7])=[CH:4][CH:3]=1, predict the reactants needed to synthesize it. The reactants are: [F:1][C:2]1[CH:20]=[CH:19][C:5]([C:6]([NH:8][C:9]2[C:10]([C:15](OC)=[O:16])=[N:11][CH:12]=[CH:13][N:14]=2)=[O:7])=[CH:4][CH:3]=1.[NH2:21][NH2:22]. (3) The reactants are: COC(=O)[CH2:4][NH:5][C:6](=[O:37])[C:7]1[CH:12]=[C:11]([Cl:13])[C:10]([O:14][C:15]2[CH:20]=[CH:19][N:18]=[CH:17][C:16]=2[C:21]([N:23]2[C:32]3[C:27](=[CH:28][CH:29]=[CH:30][CH:31]=3)[N:26]([CH:33]3[CH2:35][CH2:34]3)[CH2:25][CH2:24]2)=[O:22])=[CH:9][C:8]=1[Cl:36].CN(C(ON1N=NC2C=CC=NC1=2)=[N+](C)C)C.F[P-](F)(F)(F)(F)F.C(N(CC)C(C)C)(C)C.NC1[NH:77][N:76]=[N:75][N:74]=1. Given the product [Cl:36][C:8]1[CH:9]=[C:10]([O:14][C:15]2[CH:20]=[CH:19][N:18]=[CH:17][C:16]=2[C:21]([N:23]2[C:32]3[C:27](=[CH:28][CH:29]=[CH:30][CH:31]=3)[N:26]([CH:33]3[CH2:35][CH2:34]3)[CH2:25][CH2:24]2)=[O:22])[C:11]([Cl:13])=[CH:12][C:7]=1[C:6]([NH:5][C:4]1[NH:77][N:76]=[N:75][N:74]=1)=[O:37], predict the reactants needed to synthesize it. (4) The reactants are: [C:1]([C@H:5]1[CH2:10][CH2:9][C@H:8]([O:11][C:12]2[C:13]([C:29]3[CH:34]=[CH:33][C:32](OC(F)(F)F)=[CH:31][CH:30]=3)=[C:14]3[C:19](=[CH:20][CH:21]=2)[CH:18]=[C:17]([C@:22]2([CH3:28])[CH2:26][O:25][C:24](=[O:27])[NH:23]2)[CH:16]=[CH:15]3)[CH2:7][CH2:6]1)([CH3:4])([CH3:3])[CH3:2].[Cl:40]C1C=CC(B(O)O)=CC=1. Given the product [C:1]([C@H:5]1[CH2:10][CH2:9][C@H:8]([O:11][C:12]2[C:13]([C:29]3[CH:34]=[CH:33][C:32]([Cl:40])=[CH:31][CH:30]=3)=[C:14]3[C:19](=[CH:20][CH:21]=2)[CH:18]=[C:17]([C@:22]2([CH3:28])[CH2:26][O:25][C:24](=[O:27])[NH:23]2)[CH:16]=[CH:15]3)[CH2:7][CH2:6]1)([CH3:4])([CH3:3])[CH3:2], predict the reactants needed to synthesize it. (5) Given the product [CH2:28]([S:29][C:20]([N:17]1[CH2:16][CH2:15][N:14]([CH2:13][C:10]2[N:9]=[C:8]([C:4]3[CH:5]=[CH:6][CH:7]=[C:2]([Cl:1])[CH:3]=3)[O:12][N:11]=2)[CH2:19][CH2:18]1)=[O:23])[CH3:27], predict the reactants needed to synthesize it. The reactants are: [Cl:1][C:2]1[CH:3]=[C:4]([C:8]2[O:12][N:11]=[C:10]([CH2:13][N:14]3[CH2:19][CH2:18][NH:17][CH2:16][CH2:15]3)[N:9]=2)[CH:5]=[CH:6][CH:7]=1.[C:20](=[O:23])([O-])[O-].[K+].[K+].Cl[C:27]1C=C[S:29][C:28]=1C(OCC)=O.C(OCC)(=O)C. (6) The reactants are: C[O:2][C:3]([C:5]1([C:8]2[CH:13]=[CH:12][C:11]([C:14]3[CH:19]=[CH:18][C:17]([C:20]4[N:21]=[N:22][N:23]([CH3:37])[C:24]=4[NH:25][C:26]([O:28][C@@H:29]([C:31]4[CH:36]=[CH:35][CH:34]=[CH:33][CH:32]=4)[CH3:30])=[O:27])=[C:16]([F:38])[CH:15]=3)=[CH:10][CH:9]=2)[CH2:7][CH2:6]1)=[O:4].O1CCCC1.[Li+].[OH-]. Given the product [F:38][C:16]1[CH:15]=[C:14]([C:11]2[CH:10]=[CH:9][C:8]([C:5]3([C:3]([OH:4])=[O:2])[CH2:7][CH2:6]3)=[CH:13][CH:12]=2)[CH:19]=[CH:18][C:17]=1[C:20]1[N:21]=[N:22][N:23]([CH3:37])[C:24]=1[NH:25][C:26]([O:28][C@@H:29]([C:31]1[CH:36]=[CH:35][CH:34]=[CH:33][CH:32]=1)[CH3:30])=[O:27], predict the reactants needed to synthesize it. (7) Given the product [F:1][C:2]1[CH:7]=[CH:6][CH:5]=[CH:4][C:3]=1[CH:8]1[CH2:13][CH2:12][N:11]([C:14](=[O:19])[C:15]([F:18])([F:17])[F:16])[CH2:10][CH:9]1[CH2:20][N:21]([C@@H:22]([C:24]1[C:33]2[C:28](=[CH:29][CH:30]=[CH:31][CH:32]=2)[CH:27]=[CH:26][CH:25]=1)[CH3:23])[C:39](=[O:40])[O:38][C:34]([CH3:37])([CH3:36])[CH3:35], predict the reactants needed to synthesize it. The reactants are: [F:1][C:2]1[CH:7]=[CH:6][CH:5]=[CH:4][C:3]=1[CH:8]1[CH2:13][CH2:12][N:11]([C:14](=[O:19])[C:15]([F:18])([F:17])[F:16])[CH2:10][CH:9]1[CH2:20][NH:21][C@@H:22]([C:24]1[C:33]2[C:28](=[CH:29][CH:30]=[CH:31][CH:32]=2)[CH:27]=[CH:26][CH:25]=1)[CH3:23].[C:34]([O:38][C:39](O[C:39]([O:38][C:34]([CH3:37])([CH3:36])[CH3:35])=[O:40])=[O:40])([CH3:37])([CH3:36])[CH3:35]. (8) The reactants are: [Br:1][C:2]1[CH:3]=[C:4]2[C:8](=[CH:9][CH:10]=1)[NH:7][C:6]([C:11]([NH2:13])=[O:12])=[CH:5]2.[C:14]1([S:20][S:20][C:14]2[CH:19]=[CH:18][CH:17]=[CH:16][CH:15]=2)[CH:19]=[CH:18][CH:17]=[CH:16][CH:15]=1. Given the product [Br:1][C:2]1[CH:3]=[C:4]2[C:8](=[CH:9][CH:10]=1)[NH:7][C:6]([C:11]([NH2:13])=[O:12])=[C:5]2[S:20][C:14]1[CH:19]=[CH:18][CH:17]=[CH:16][CH:15]=1, predict the reactants needed to synthesize it. (9) Given the product [Br:1][C:2]1[CH:3]=[CH:4][C:5]2[N:6]([C:14]([C:15]#[N:16])=[CH:9][N:8]=2)[N:7]=1, predict the reactants needed to synthesize it. The reactants are: [Br:1][C:2]1[N:7]=[N:6][C:5](/[N:8]=[CH:9]/N(C)C)=[CH:4][CH:3]=1.Br[CH2:14][C:15]#[N:16].C([O-])(O)=O.[Na+]. (10) The reactants are: [CH3:1][C:2](=[N:6][OH:7])[C:3](=[O:5])[CH3:4].[Br:8][C:9]1[CH:16]=[CH:15][C:12]([CH:13]=O)=[CH:11][CH:10]=1. Given the product [CH3:1][C:2]1[N+:6]([O-:7])=[C:13]([C:12]2[CH:15]=[CH:16][C:9]([Br:8])=[CH:10][CH:11]=2)[O:5][C:3]=1[CH3:4], predict the reactants needed to synthesize it.